This data is from Reaction yield outcomes from USPTO patents with 853,638 reactions. The task is: Predict the reaction yield, written as a fraction of the theoretical maximum amount of product (1.0 means a 100% yield; for example, 0.34 means a 34% yield). (1) The reactants are [CH:1]1([CH2:4][NH:5][C:6](=[O:30])[O:7][CH2:8][CH2:9][CH2:10][C:11]2[CH:16]=[CH:15][C:14]([OH:17])=[CH:13][C:12]=2[O:18][C:19]2[C:24]([Cl:25])=[CH:23][C:22]([C:26]([F:29])([F:28])[F:27])=[CH:21][N:20]=2)[CH2:3][CH2:2]1.C(=O)([O-])[O-].[K+].[K+].Cl[CH2:38][C:39]([N:41]([CH2:44][CH3:45])[CH2:42][CH3:43])=[O:40].Cl. The catalyst is CN(C)C=O. The product is [CH:1]1([CH2:4][NH:5][C:6](=[O:30])[O:7][CH2:8][CH2:9][CH2:10][C:11]2[CH:16]=[CH:15][C:14]([O:17][CH2:38][C:39]([N:41]([CH2:44][CH3:45])[CH2:42][CH3:43])=[O:40])=[CH:13][C:12]=2[O:18][C:19]2[C:24]([Cl:25])=[CH:23][C:22]([C:26]([F:29])([F:27])[F:28])=[CH:21][N:20]=2)[CH2:3][CH2:2]1. The yield is 0.810. (2) The yield is 0.740. The product is [NH2:4][C:5]1[C:13]([N+:14]([O-:16])=[O:15])=[CH:12][C:8]([C:9]([OH:11])=[O:10])=[CH:7][C:6]=1[CH3:17]. The reactants are C([NH:4][C:5]1[C:13]([N+:14]([O-:16])=[O:15])=[CH:12][C:8]([C:9]([OH:11])=[O:10])=[CH:7][C:6]=1[CH3:17])(=O)C. The catalyst is Cl.